Dataset: Acute oral toxicity (LD50) regression data from Zhu et al.. Task: Regression/Classification. Given a drug SMILES string, predict its toxicity properties. Task type varies by dataset: regression for continuous values (e.g., LD50, hERG inhibition percentage) or binary classification for toxic/non-toxic outcomes (e.g., AMES mutagenicity, cardiotoxicity, hepatotoxicity). Dataset: ld50_zhu. (1) The compound is CC(C)C(Br)C(=O)NC(N)=O. The rat oral LD50 is 2.35, given as -log10 of the dose in mol/kg body weight (higher means more acutely toxic). (2) The molecule is CNCCc1ccccn1. The rat oral LD50 is 1.35, given as -log10 of the dose in mol/kg body weight (higher means more acutely toxic).